From a dataset of Reaction yield outcomes from USPTO patents with 853,638 reactions. Predict the reaction yield, written as a fraction of the theoretical maximum amount of product (1.0 means a 100% yield; for example, 0.34 means a 34% yield). (1) The reactants are ClC1C=C(C=CC=1)C(OO)=[O:6].[CH:12]([O:15][C:16]1[CH:21]=[CH:20][C:19]([C:22]#[C:23][C:24]2[CH:31]=[C:30]([O:32][CH3:33])[C:29]([O:34][CH:35]([CH3:37])[CH3:36])=[CH:28][C:25]=2C=O)=[CH:18][C:17]=1[O:38][CH3:39])([CH3:14])[CH3:13]. The catalyst is C(Cl)Cl. The product is [CH:12]([O:15][C:16]1[CH:21]=[CH:20][C:19]([C:22]#[C:23][C:24]2[CH:31]=[C:30]([O:32][CH3:33])[C:29]([O:34][CH:35]([CH3:37])[CH3:36])=[CH:28][C:25]=2[OH:6])=[CH:18][C:17]=1[O:38][CH3:39])([CH3:13])[CH3:14]. The yield is 0.920. (2) The reactants are [Cl:1][C:2]1[C:10]([OH:11])=[CH:9][CH:8]=[C:7]2[C:3]=1[CH:4]=[C:5]([C:17]([O:19][CH2:20][CH3:21])=[O:18])[N:6]2[CH2:12][C:13]([F:16])([F:15])[F:14].N1C=CC=CC=1.[S:28](O[S:28]([C:31]([F:34])([F:33])[F:32])(=[O:30])=[O:29])([C:31]([F:34])([F:33])[F:32])(=[O:30])=[O:29]. The catalyst is C(Cl)Cl. The product is [Cl:1][C:2]1[C:10]([O:11][S:28]([C:31]([F:34])([F:33])[F:32])(=[O:30])=[O:29])=[CH:9][CH:8]=[C:7]2[C:3]=1[CH:4]=[C:5]([C:17]([O:19][CH2:20][CH3:21])=[O:18])[N:6]2[CH2:12][C:13]([F:16])([F:14])[F:15]. The yield is 0.720. (3) The reactants are [C:1]([O:5][C:6]([N:8]1[CH2:13][CH:12]=[C:11]([C:14]2[CH:15]=[CH:16][C:17]3[O:26][CH2:25][CH2:24]C4N(N=C(C5N(CC(F)(F)F)N=CN=5)C=4)[C:18]=3[CH:37]=2)[CH2:10][CH2:9]1)=[O:7])([CH3:4])([CH3:3])[CH3:2].BrC1C=CC2OCC[C:48]3[C:44](=[N:45][N:46]([C:52]4[N:53]([C:57]5[CH:62]=[CH:61][C:60]([F:63])=[CH:59][C:58]=5[F:64])[N:54]=[CH:55][N:56]=4)[CH:47]=3)C=2C=1. No catalyst specified. The product is [C:1]([O:5][C:6]([N:8]1[CH2:13][CH:12]=[C:11]([C:14]2[CH:15]=[CH:16][C:17]3[O:26][CH2:25][CH2:24][C:48]4[C:44](=[N:45][N:46]([C:52]5[N:53]([C:57]6[CH:62]=[CH:61][C:60]([F:63])=[CH:59][C:58]=6[F:64])[N:54]=[CH:55][N:56]=5)[CH:47]=4)[C:18]=3[CH:37]=2)[CH2:10][CH2:9]1)=[O:7])([CH3:2])([CH3:3])[CH3:4]. The yield is 0.770.